From a dataset of Full USPTO retrosynthesis dataset with 1.9M reactions from patents (1976-2016). Predict the reactants needed to synthesize the given product. (1) Given the product [C:1]([C:5]1[CH:10]=[C:9]([C:11]([CH2:14][CH3:15])([CH3:13])[CH3:12])[C:21]([CH3:22])=[C:7]([C:7]2[C:6]([OH:17])=[C:5]([C:1]([CH3:3])([CH3:4])[CH3:2])[CH:10]=[C:9]([C:11]([CH2:14][CH3:15])([CH3:13])[CH3:12])[C:8]=2[CH3:16])[C:6]=1[OH:17])([CH3:4])([CH3:3])[CH3:2], predict the reactants needed to synthesize it. The reactants are: [C:1]([C:5]1[CH:10]=[C:9]([C:11]([CH2:14][CH3:15])([CH3:13])[CH3:12])[C:8]([CH3:16])=[CH:7][C:6]=1[OH:17])([CH3:4])([CH3:3])[CH3:2].CN([CH2:21][CH2:22]N(C)C)C.C(Cl)Cl. (2) Given the product [Cl:15][C:16]1[N:21]=[C:20]([C:2]2[S:1][CH:5]=[CH:4][CH:3]=2)[CH:19]=[CH:18][N:17]=1, predict the reactants needed to synthesize it. The reactants are: [S:1]1[CH:5]=[CH:4][CH:3]=[C:2]1B(O)O.C([O-])([O-])=O.[Na+].[Na+].[Cl:15][C:16]1[N:21]=[C:20](Cl)[CH:19]=[CH:18][N:17]=1. (3) Given the product [CH3:1][O:2][C:3]([C:5]1[CH:10]=[CH:9][C:8]([N:11]=[C:12]2[S:16][CH2:15][C:14]3([CH2:20][CH2:19][CH2:18][CH2:17]3)[N:13]2[CH:22]2[CH2:26][CH2:25][CH2:24][CH2:23]2)=[C:7]([CH3:21])[CH:6]=1)=[O:4], predict the reactants needed to synthesize it. The reactants are: [CH3:1][O:2][C:3]([C:5]1[CH:10]=[CH:9][C:8]([N:11]=[C:12]2[S:16][CH2:15][C:14]3([CH2:20][CH2:19][CH2:18][CH2:17]3)[NH:13]2)=[C:7]([CH3:21])[CH:6]=1)=[O:4].[CH:22]1(Br)[CH2:26][CH2:25][CH2:24][CH2:23]1.